This data is from Reaction yield outcomes from USPTO patents with 853,638 reactions. The task is: Predict the reaction yield, written as a fraction of the theoretical maximum amount of product (1.0 means a 100% yield; for example, 0.34 means a 34% yield). (1) The reactants are [Br:1][C:2]1[C:3]([NH:9][CH2:10][CH2:11][CH2:12][NH:13][S:14]([C:17]2[CH:22]=[CH:21][CH:20]=[C:19]([N+:23]([O-])=O)[CH:18]=2)(=[O:16])=[O:15])=[N:4][C:5]([Cl:8])=[N:6][CH:7]=1.[OH-].[Na+]. The catalyst is O1CCCC1.Cl. The product is [NH2:23][C:19]1[CH:18]=[C:17]([S:14]([NH:13][CH2:12][CH2:11][CH2:10][NH:9][C:3]2[C:2]([Br:1])=[CH:7][N:6]=[C:5]([Cl:8])[N:4]=2)(=[O:15])=[O:16])[CH:22]=[CH:21][CH:20]=1. The yield is 0.490. (2) The reactants are [H-].[Al+3].[Li+].[H-].[H-].[H-].[Cl-].[Al+3].[Cl-].[Cl-].[Cl:11][C:12]1[C:17]([C:18](OC)=[O:19])=[CH:16][N:15]=[C:14]([Cl:22])[CH:13]=1. The catalyst is CCOCC. The product is [Cl:11][C:12]1[CH:13]=[C:14]([Cl:22])[N:15]=[CH:16][C:17]=1[CH2:18][OH:19]. The yield is 0.430. (3) The reactants are [C:1]([O:5][C:6]([N:8]1[CH2:13][CH2:12][N:11]([C:14]2[CH:19]=[CH:18][C:17]([OH:20])=[CH:16][CH:15]=2)[C@@H:10]([CH2:21][O:22][C:23]2[CH:32]=[CH:31][C:30]3[C:25](=[CH:26][CH:27]=[CH:28][CH:29]=3)[CH:24]=2)[CH2:9]1)=[O:7])([CH3:4])([CH3:3])[CH3:2].C(=O)([O-])[O-].[K+].[K+].Br[CH2:40][CH2:41][CH2:42][OH:43]. The catalyst is C(#N)C. The product is [C:1]([O:5][C:6]([N:8]1[CH2:13][CH2:12][N:11]([C:14]2[CH:15]=[CH:16][C:17]([O:20][CH2:40][CH2:41][CH2:42][OH:43])=[CH:18][CH:19]=2)[C@@H:10]([CH2:21][O:22][C:23]2[CH:32]=[CH:31][C:30]3[C:25](=[CH:26][CH:27]=[CH:28][CH:29]=3)[CH:24]=2)[CH2:9]1)=[O:7])([CH3:4])([CH3:2])[CH3:3]. The yield is 0.570. (4) The reactants are [OH:1][C:2]1[C:7]([CH3:8])=[CH:6][CH:5]=[CH:4][C:3]=1/[C:9](=[N:11]/[OH:12])/[CH3:10].[CH3:13][C:14](OC(C)=O)=[O:15]. No catalyst specified. The product is [C:14]([O:12]/[N:11]=[C:9](/[C:3]1[CH:4]=[CH:5][CH:6]=[C:7]([CH3:8])[C:2]=1[OH:1])\[CH3:10])(=[O:15])[CH3:13]. The yield is 0.960. (5) The reactants are CN(C(ON1N=NC2C=CC=NC1=2)=[N+](C)C)C.F[P-](F)(F)(F)(F)F.CCN(C(C)C)C(C)C.[Br:34][C:35]1[C:43]2[C:38](=[CH:39][C:40]([O:44][CH2:45][CH2:46][OH:47])=[CH:41][CH:42]=2)[NH:37][C:36]=1[C:48]([OH:50])=O.[NH2:51][CH2:52][C:53]1[C:54]([F:70])=[C:55]([O:60][C:61]2[CH:62]=[C:63]([CH:66]=[C:67]([Cl:69])[CH:68]=2)[C:64]#[N:65])[C:56]([Cl:59])=[CH:57][CH:58]=1. The catalyst is CN(C=O)C. The product is [Br:34][C:35]1[C:43]2[C:38](=[CH:39][C:40]([O:44][CH2:45][CH2:46][OH:47])=[CH:41][CH:42]=2)[NH:37][C:36]=1[C:48]([NH:51][CH2:52][C:53]1[CH:58]=[CH:57][C:56]([Cl:59])=[C:55]([O:60][C:61]2[CH:62]=[C:63]([C:64]#[N:65])[CH:66]=[C:67]([Cl:69])[CH:68]=2)[C:54]=1[F:70])=[O:50]. The yield is 0.590. (6) The reactants are [CH3:1][C:2]([CH3:7])=[CH:3][C:4](O)=[O:5].[F:8][C:9]([F:19])([F:18])[O:10][C:11]1[CH:12]=[C:13]([OH:17])[CH:14]=[CH:15][CH:16]=1. The catalyst is CS(O)(=O)=O.O=P12OP3(OP(OP(O3)(O1)=O)(=O)O2)=O. The product is [CH3:1][C:2]1([CH3:7])[CH2:3][C:4](=[O:5])[C:14]2[C:13](=[CH:12][C:11]([O:10][C:9]([F:8])([F:18])[F:19])=[CH:16][CH:15]=2)[O:17]1. The yield is 0.320. (7) The reactants are [CH:1]1([C:6]2[CH:7]=[C:8]([NH2:11])[NH:9][N:10]=2)[CH2:5][CH2:4][CH2:3][CH2:2]1.[CH2:12]([O:14][C:15](=[O:26])[C:16](=[CH:22]OCC)[C:17](OCC)=[O:18])[CH3:13]. The catalyst is C(O)(=O)C. The product is [CH2:12]([O:14][C:15]([C:16]1[C:17](=[O:18])[N:9]2[N:10]=[C:6]([CH:1]3[CH2:2][CH2:3][CH2:4][CH2:5]3)[CH:7]=[C:8]2[NH:11][CH:22]=1)=[O:26])[CH3:13]. The yield is 0.710. (8) The product is [CH2:14]([O:16]/[CH:17]=[C:10]1\[N:9]=[C:1]([C:2]2[CH:3]=[CH:4][CH:5]=[CH:6][CH:7]=2)[O:13][C:11]\1=[O:12])[CH3:15]. The reactants are [C:1]([NH:9][CH2:10][C:11]([OH:13])=[O:12])(=O)[C:2]1[CH:7]=[CH:6][CH:5]=[CH:4][CH:3]=1.[CH2:14]([O:16][CH:17](OCC)OCC)[CH3:15].C(OC(=O)C)(=O)C. The catalyst is CN(C1C=CN=CC=1)C. The yield is 0.470. (9) The reactants are [C:1]1([S:7]([N:10]2[C:14]3=[N:15][CH:16]=[C:17]([N+:20]([O-:22])=[O:21])[C:18](Cl)=[C:13]3[CH:12]=[CH:11]2)(=[O:9])=[O:8])[CH:6]=[CH:5][CH:4]=[CH:3][CH:2]=1.[NH2:23][C@H:24]1[CH2:29][CH2:28][CH2:27][N:26]([C:30]([O:32][C:33]([CH3:36])([CH3:35])[CH3:34])=[O:31])[CH2:25]1.C(N(C(C)C)CC)(C)C. The catalyst is CC(O)C. The product is [C:33]([O:32][C:30]([N:26]1[CH2:27][CH2:28][CH2:29][C@H:24]([NH:23][C:18]2[C:17]([N+:20]([O-:22])=[O:21])=[CH:16][N:15]=[C:14]3[N:10]([S:7]([C:1]4[CH:6]=[CH:5][CH:4]=[CH:3][CH:2]=4)(=[O:9])=[O:8])[CH:11]=[CH:12][C:13]=23)[CH2:25]1)=[O:31])([CH3:36])([CH3:34])[CH3:35]. The yield is 0.850.